Predict which catalyst facilitates the given reaction. From a dataset of Catalyst prediction with 721,799 reactions and 888 catalyst types from USPTO. (1) Reactant: C[Si](C)(C)[N-][Si](C)(C)C.[Li+].[S:11]1[CH:15]=[CH:14][CH:13]=[C:12]1[CH2:16][C:17]([O:19][CH2:20][CH3:21])=[O:18].[CH3:22][O:23][C:24]1[CH:31]=[CH:30][C:27]([CH2:28]Cl)=[CH:26][CH:25]=1. Product: [CH3:22][O:23][C:24]1[CH:31]=[CH:30][C:27]([CH2:28][CH:16]([C:12]2[S:11][CH:15]=[CH:14][CH:13]=2)[C:17]([O:19][CH2:20][CH3:21])=[O:18])=[CH:26][CH:25]=1. The catalyst class is: 49. (2) Reactant: [OH:1][CH2:2][C:3]1[NH:4][C:5]2[C:6](=O)[CH:7]=[CH:8][C:9](=O)[C:10]=2[C:11]=1[CH2:12][OH:13].OCC1NC2C(C=1CO)=C([N+:29]([O-:31])=[O:30])C=CC=2.[CH3:32][OH:33]. Product: [OH:1][CH2:2][C:3]1[NH:4][C:5]2[C:10]([C:11]=1[CH2:12][OH:13])=[CH:9][CH:8]=[C:7]([O:33][CH3:32])[C:6]=2[N+:29]([O-:31])=[O:30]. The catalyst class is: 522. (3) Reactant: [CH3:1][N:2]1[CH:6]=[C:5]([NH2:7])[N:4]=[CH:3]1.Br[C:9]1[C:10](=[O:17])[N:11]([CH3:16])[CH:12]=[C:13]([Br:15])[CH:14]=1.CC1(C)C2C(=C(P(C3C=CC=CC=3)C3C=CC=CC=3)C=CC=2)OC2C(P(C3C=CC=CC=3)C3C=CC=CC=3)=CC=CC1=2.C(=O)([O-])[O-].[Cs+].[Cs+]. Product: [Br:15][C:13]1[CH:14]=[C:9]([NH:7][C:5]2[N:4]=[CH:3][N:2]([CH3:1])[CH:6]=2)[C:10](=[O:17])[N:11]([CH3:16])[CH:12]=1. The catalyst class is: 102. (4) Reactant: [NH2:1][C:2]1[C:10]([F:11])=[CH:9][C:8]([Cl:12])=[CH:7][C:3]=1[C:4]([OH:6])=O.CCN=C=NCCCN(C)C.C1C=CC2N(O)N=NC=2C=1.CCN(C(C)C)C(C)C.[CH3:43][C:44]([NH2:48])([C:46]#[CH:47])[CH3:45]. Product: [NH2:1][C:2]1[C:10]([F:11])=[CH:9][C:8]([Cl:12])=[CH:7][C:3]=1[C:4]([NH:48][C:44]([CH3:45])([C:46]#[CH:47])[CH3:43])=[O:6]. The catalyst class is: 2. (5) Reactant: [H-].[Na+].[CH2:3]([OH:21])[CH2:4][O:5][CH2:6][CH2:7][O:8][CH2:9][CH2:10][O:11][CH2:12][CH2:13][O:14][CH2:15][CH2:16][O:17][CH2:18][CH2:19][OH:20].[CH2:22](Br)[C:23]#[CH:24]. Product: [CH2:19]([OH:20])[CH2:18][O:17][CH2:16][CH2:15][O:14][CH2:13][CH2:12][O:11][CH2:10][CH2:9][O:8][CH2:7][CH2:6][O:5][CH2:4][CH2:3][O:21][CH2:24][C:23]#[CH:22]. The catalyst class is: 1.